Dataset: Forward reaction prediction with 1.9M reactions from USPTO patents (1976-2016). Task: Predict the product of the given reaction. (1) The product is: [F:30][C:2]1([F:1])[CH2:7][CH2:6][CH2:5][N:4]([C:8]2[CH:13]=[CH:12][C:11]([C:14]3[O:18][N:17]=[C:16]([C:19]4[CH:24]=[CH:23][CH:22]=[CH:21][C:20]=4[O:25][CH3:26])[N:15]=3)=[CH:10][C:9]=2[NH2:27])[CH2:3]1. Given the reactants [F:1][C:2]1([F:30])[CH2:7][CH2:6][CH2:5][N:4]([C:8]2[CH:13]=[CH:12][C:11]([C:14]3[O:18][N:17]=[C:16]([C:19]4[CH:24]=[CH:23][CH:22]=[CH:21][C:20]=4[O:25][CH3:26])[N:15]=3)=[CH:10][C:9]=2[N+:27]([O-])=O)[CH2:3]1, predict the reaction product. (2) Given the reactants [C:1]1([S:7]([N:10]2[C:14]3=[N:15][CH:16]=[C:17]([O:19][CH3:20])[CH:18]=[C:13]3[CH:12]=[CH:11]2)(=[O:9])=[O:8])[CH:6]=[CH:5][CH:4]=[CH:3][CH:2]=1.C([N-][CH:25]([CH3:27])[CH3:26])(C)C.[Li+].[CH2:29]([Li])[CH2:30][CH2:31]C.CCCCCC.C(NC(C)C)(C)C.[CH:47]1([CH:53]=[O:54])CCCCC1, predict the reaction product. The product is: [C:1]1([S:7]([N:10]2[C:14]3=[N:15][CH:16]=[C:17]([O:19][CH3:20])[CH:18]=[C:13]3[CH:12]=[C:11]2[CH:53]([OH:54])[CH2:47][CH:26]2[CH2:25][CH2:27][CH2:29][CH2:30][CH2:31]2)(=[O:8])=[O:9])[CH:6]=[CH:5][CH:4]=[CH:3][CH:2]=1.